From a dataset of Catalyst prediction with 721,799 reactions and 888 catalyst types from USPTO. Predict which catalyst facilitates the given reaction. (1) Reactant: [CH3:1][O:2][C:3](=[O:13])[CH2:4][C:5]1[CH:10]=[CH:9][C:8]([Cl:11])=[C:7]([Cl:12])[CH:6]=1.[H-].[Na+].C[O:17][CH:18](OC)[CH2:19]Br. Product: [CH3:1][O:2][C:3](=[O:13])[CH:4]([C:5]1[CH:10]=[CH:9][C:8]([Cl:11])=[C:7]([Cl:12])[CH:6]=1)[CH2:19][CH:18]=[O:17]. The catalyst class is: 3. (2) Reactant: C[O:2][C:3]1[C:8]([C:9]2[CH:14]=[CH:13][C:12]([O:15][C:16]3[CH:21]=[CH:20][N:19]=[C:18]([C:22]4[CH:23]=[N:24][N:25]([CH3:27])[CH:26]=4)[CH:17]=3)=[C:11]([CH3:28])[N:10]=2)=[CH:7][N:6]=[C:5]([N:29]([CH3:31])[CH3:30])[N:4]=1.Br. Product: [CH3:30][N:29]([CH3:31])[C:5]1[NH:4][C:3](=[O:2])[C:8]([C:9]2[CH:14]=[CH:13][C:12]([O:15][C:16]3[CH:21]=[CH:20][N:19]=[C:18]([C:22]4[CH:23]=[N:24][N:25]([CH3:27])[CH:26]=4)[CH:17]=3)=[C:11]([CH3:28])[N:10]=2)=[CH:7][N:6]=1. The catalyst class is: 15. (3) Reactant: [Cl:1][C:2]1[C:10]([F:11])=[CH:9][CH:8]=[C:7]([F:12])[C:3]=1[C:4](Cl)=[O:5].[NH2:13][CH2:14][C:15]1([CH:26]2[CH2:31][CH2:30][CH2:29][CH2:28][N:27]2[CH3:32])[CH2:18][N:17]([C:19]([O:21][C:22]([CH3:25])([CH3:24])[CH3:23])=[O:20])[CH2:16]1.C(N(CC)CC)C. Product: [Cl:1][C:2]1[C:10]([F:11])=[CH:9][CH:8]=[C:7]([F:12])[C:3]=1[C:4]([NH:13][CH2:14][C:15]1([CH:26]2[CH2:31][CH2:30][CH2:29][CH2:28][N:27]2[CH3:32])[CH2:16][N:17]([C:19]([O:21][C:22]([CH3:25])([CH3:24])[CH3:23])=[O:20])[CH2:18]1)=[O:5]. The catalyst class is: 4.